This data is from NCI-60 drug combinations with 297,098 pairs across 59 cell lines. The task is: Regression. Given two drug SMILES strings and cell line genomic features, predict the synergy score measuring deviation from expected non-interaction effect. Drug 1: CC1=CC=C(C=C1)C2=CC(=NN2C3=CC=C(C=C3)S(=O)(=O)N)C(F)(F)F. Drug 2: C1=CN(C(=O)N=C1N)C2C(C(C(O2)CO)O)O.Cl. Synergy scores: CSS=10.1, Synergy_ZIP=-4.55, Synergy_Bliss=-3.30, Synergy_Loewe=-4.91, Synergy_HSA=-0.482. Cell line: MCF7.